Task: Predict which catalyst facilitates the given reaction.. Dataset: Catalyst prediction with 721,799 reactions and 888 catalyst types from USPTO (1) Reactant: [C:1]([Cl:5])(Cl)(Cl)[Cl:2].[F:6][C:7]1[CH:12]=[C:11]([F:13])[CH:10]=[CH:9][C:8]=1[C:14](=O)[C:15]([O:17][CH2:18][CH3:19])=[O:16].C1(P(C2C=CC=CC=2)C2C=CC=CC=2)C=CC=CC=1. Product: [Cl:2][C:1]([Cl:5])=[C:14]([C:8]1[CH:9]=[CH:10][C:11]([F:13])=[CH:12][C:7]=1[F:6])[C:15]([O:17][CH2:18][CH3:19])=[O:16]. The catalyst class is: 4. (2) Reactant: [C:1]([O:5][C:6]([NH:8][C@H:9]1[CH2:13][CH2:12][N:11]([CH:14]([CH2:20][C:21]2[N:22]=[CH:23][N:24]3[C:33]4[C:28](=[CH:29][C:30]([CH3:34])=[CH:31][CH:32]=4)[CH2:27][CH2:26][C:25]=23)[C:15]([O:17]CC)=[O:16])[CH2:10]1)=[O:7])([CH3:4])([CH3:3])[CH3:2].[OH-].[Na+]. Product: [C:1]([O:5][C:6]([NH:8][C@H:9]1[CH2:13][CH2:12][N:11]([CH:14]([CH2:20][C:21]2[N:22]=[CH:23][N:24]3[C:33]4[C:28](=[CH:29][C:30]([CH3:34])=[CH:31][CH:32]=4)[CH2:27][CH2:26][C:25]=23)[C:15]([OH:17])=[O:16])[CH2:10]1)=[O:7])([CH3:4])([CH3:3])[CH3:2]. The catalyst class is: 5. (3) Reactant: [Cl:1][C:2]1[S:6][C:5]([C:7]#[N:8])=[CH:4][CH:3]=1.O(C)[Na].[NH2:12][C:13]#N.[NH4+:15].[Cl-]. Product: [Cl:1][C:2]1[S:6][C:5]([C:7](=[NH:15])[NH:8][C:13]#[N:12])=[CH:4][CH:3]=1. The catalyst class is: 5. (4) Reactant: [Cl:1][C:2]1[CH:3]=[C:4]([C:8]2[C:17]3[C:12](=[CH:13][CH:14]=[C:15]([C:18]([C:26]4[CH:31]=[CH:30][C:29]([Cl:32])=[CH:28][CH:27]=4)([OH:25])[C:19]4[N:23]([CH3:24])[CH:22]=[N:21][CH:20]=4)[CH:16]=3)[N:11]=[C:10]([NH:33]C(C3OC=CC=3)=O)[CH:9]=2)[CH:5]=[CH:6][CH:7]=1.[Br:41][C:42]1[CH:50]=[CH:49][C:45]([C:46]([OH:48])=O)=[CH:44][CH:43]=1.Cl.C(C(NCCCN(C)C)=N)C.ON1C2C=CC=CC=2N=N1.CCN(CC)CC. Product: [Br:41][C:42]1[CH:43]=[CH:44][C:45]([C:46]([NH:33][C:10]2[CH:9]=[C:8]([C:4]3[CH:5]=[CH:6][CH:7]=[C:2]([Cl:1])[CH:3]=3)[C:17]3[C:12](=[CH:13][CH:14]=[C:15]([C:18]([C:26]4[CH:27]=[CH:28][C:29]([Cl:32])=[CH:30][CH:31]=4)([OH:25])[C:19]4[N:23]([CH3:24])[CH:22]=[N:21][CH:20]=4)[CH:16]=3)[N:11]=2)=[O:48])=[CH:49][CH:50]=1. The catalyst class is: 249. (5) Reactant: [CH2:1]([O:3][C:4](=[O:21])[CH2:5][CH2:6][CH2:7][NH:8][CH:9]([C:16]([O:18]CC)=O)[C:10]1[CH:15]=[CH:14][CH:13]=[CH:12][CH:11]=1)[CH3:2].C[Si]([N-][Si](C)(C)C)(C)C.[Li+]. Product: [CH2:1]([O:3][C:4]([CH:5]1[CH2:6][CH2:7][NH:8][CH:9]([C:10]2[CH:11]=[CH:12][CH:13]=[CH:14][CH:15]=2)[C:16]1=[O:18])=[O:21])[CH3:2]. The catalyst class is: 7. (6) Reactant: [CH3:1][C:2]1([CH3:11])[O:6][C@@H:5]2[CH:7]=[CH:8][C@H:9]([OH:10])[C@@H:4]2[O:3]1. Product: [CH3:1][C:2]1([CH3:11])[O:6][CH:5]2[CH:7]=[CH:8][C:9](=[O:10])[CH:4]2[O:3]1. The catalyst class is: 2. (7) Reactant: C1([C@@H]([N:9]2[C@@H:17]3[C@H:12]([CH2:13][CH2:14][CH2:15][CH2:16]3)[CH2:11][C@H:10]2[C:18]([O:20][CH2:21][CH3:22])=[O:19])C)C=CC=CC=1. Product: [NH:9]1[C@@H:17]2[C@H:12]([CH2:13][CH2:14][CH2:15][CH2:16]2)[CH2:11][C@H:10]1[C:18]([O:20][CH2:21][CH3:22])=[O:19]. The catalyst class is: 63.